This data is from Forward reaction prediction with 1.9M reactions from USPTO patents (1976-2016). The task is: Predict the product of the given reaction. (1) Given the reactants [Br:1][C:2]1[C:3](Cl)=[C:4]2[CH:10]=[CH:9][NH:8][C:5]2=[N:6][CH:7]=1.[N-:12]=[N+:13]=[N-:14].[Na+].[Cl-].[NH4+], predict the reaction product. The product is: [N:12]([C:3]1[C:2]([Br:1])=[CH:7][N:6]=[C:5]2[NH:8][CH:9]=[CH:10][C:4]=12)=[N+:13]=[N-:14]. (2) Given the reactants [F:1][C:2]1[CH:3]=[C:4]([CH:31]=[CH:32][C:33]=1[F:34])[CH2:5][NH:6][C:7](=[O:30])[C:8]1[CH:13]=[CH:12][CH:11]=[N:10][C:9]=1[NH:14][CH2:15][C:16]1[S:17][C:18](B2OC(C)(C)C(C)(C)O2)=[CH:19][CH:20]=1.[Cl:35][C:36]1[C:45]2[C:40](=[CH:41][CH:42]=[C:43](I)[CH:44]=2)[N:39]=[CH:38][N:37]=1.ClCCl.CN(C)C=O.C(=O)([O-])[O-].[K+].[K+].C(=O)(O)[O-].[Na+].O, predict the reaction product. The product is: [Cl:35][C:36]1[C:45]2[C:40](=[CH:41][CH:42]=[C:43]([C:18]3[S:17][C:16]([CH2:15][NH:14][C:9]4[N:10]=[CH:11][CH:12]=[CH:13][C:8]=4[C:7]([NH:6][CH2:5][C:4]4[CH:31]=[CH:32][C:33]([F:34])=[C:2]([F:1])[CH:3]=4)=[O:30])=[CH:20][CH:19]=3)[CH:44]=2)[N:39]=[CH:38][N:37]=1. (3) Given the reactants [N:1]1[N:5]2[CH2:6][CH2:7][CH2:8][NH:9][C:4]2=[CH:3][CH:2]=1.O=[C:11]([CH2:21][NH:22][C:23](=[O:29])[O:24][C:25]([CH3:28])([CH3:27])[CH3:26])[CH2:12][NH:13][C:14](=[O:20])[O:15][C:16]([CH3:19])([CH3:18])[CH3:17].O.C(=O)([O-])O.[Na+], predict the reaction product. The product is: [N:1]1[N:5]2[CH2:6][CH2:7][CH2:8][NH:9][C:4]2=[C:3](/[C:11](/[CH2:21][NH:22][C:23](=[O:29])[O:24][C:25]([CH3:28])([CH3:27])[CH3:26])=[CH:12]/[NH:13][C:14](=[O:20])[O:15][C:16]([CH3:19])([CH3:17])[CH3:18])[CH:2]=1. (4) Given the reactants [CH2:1]([C:3]1([CH2:21][CH3:22])[C:11]2[C:6](=[CH:7][C:8]([N+:16]([O-:18])=[O:17])=[C:9]([NH:12]C(=O)C)[CH:10]=2)[N:5]([CH3:19])[C:4]1=[O:20])[CH3:2], predict the reaction product. The product is: [NH2:12][C:9]1[CH:10]=[C:11]2[C:6](=[CH:7][C:8]=1[N+:16]([O-:18])=[O:17])[N:5]([CH3:19])[C:4](=[O:20])[C:3]2([CH2:21][CH3:22])[CH2:1][CH3:2].